Dataset: Catalyst prediction with 721,799 reactions and 888 catalyst types from USPTO. Task: Predict which catalyst facilitates the given reaction. Reactant: [F:1][C:2]1[CH:24]=[C:23]([F:25])[CH:22]=[CH:21][C:3]=1[O:4][C:5]1[CH:6]=[C:7]2[C:11](=[CH:12][C:13]=1[C:14](O)=[O:15])[N:10]([CH2:17][CH:18]([CH3:20])[CH3:19])[N:9]=[CH:8]2.Cl.Cl.[CH3:28][O:29][C:30](=[O:41])[C@@H:31]([NH2:40])[CH2:32][CH2:33][N:34]1[CH2:39][CH2:38][CH2:37][CH2:36][CH2:35]1.CCN=C=NCCCN(C)C.C1C=CC2N(O)N=NC=2C=1.CCN(C(C)C)C(C)C. Product: [CH3:28][O:29][C:30](=[O:41])[C@@H:31]([NH:40][C:14]([C:13]1[CH:12]=[C:11]2[C:7]([CH:8]=[N:9][N:10]2[CH2:17][CH:18]([CH3:20])[CH3:19])=[CH:6][C:5]=1[O:4][C:3]1[CH:21]=[CH:22][C:23]([F:25])=[CH:24][C:2]=1[F:1])=[O:15])[CH2:32][CH2:33][N:34]1[CH2:39][CH2:38][CH2:37][CH2:36][CH2:35]1. The catalyst class is: 4.